Dataset: Forward reaction prediction with 1.9M reactions from USPTO patents (1976-2016). Task: Predict the product of the given reaction. (1) Given the reactants [C:1]([O:5][C:6](=[O:20])[NH:7][CH2:8][C:9]1[CH:14]=[C:13]([CH3:15])[C:12]([C:16]#[N:17])=[C:11]([O:18][CH3:19])[N:10]=1)([CH3:4])([CH3:3])[CH3:2], predict the reaction product. The product is: [C:1]([O:5][C:6](=[O:20])[NH:7][CH2:8][C:9]1[CH:14]=[C:13]([CH3:15])[C:12]([CH2:16][NH2:17])=[C:11]([O:18][CH3:19])[N:10]=1)([CH3:3])([CH3:4])[CH3:2]. (2) Given the reactants [CH3:1][C:2]1[C:3]([C:15]#[C:16][C:17]2[CH:22]=[CH:21][CH:20]=[CH:19][C:18]=2[CH2:23][C:24]([O-:26])=[O:25])=[N:4][C:5]([NH:8][C:9]2[CH:10]=[N:11][N:12]([CH3:14])[CH:13]=2)=[N:6][CH:7]=1.[CH3:27]N(C=O)C, predict the reaction product. The product is: [CH3:1][C:2]1[C:3]([CH2:15][CH2:16][C:17]2[CH:22]=[CH:21][CH:20]=[CH:19][C:18]=2[CH2:23][C:24]([O:26][CH3:27])=[O:25])=[N:4][C:5]([NH:8][C:9]2[CH:10]=[N:11][N:12]([CH3:14])[CH:13]=2)=[N:6][CH:7]=1. (3) Given the reactants [C:1]([O-:4])(=[O:3])C.[O:5]=[C:6]1[C@@H:9]([NH3+:10])[CH2:8][NH:7]1.[CH3:11]CN(C(C)C)C(C)C.[CH:20]1([O:26][C:27]2[CH:32]=[CH:31][C:30](C3C=CN(C([O-])=O)C(=O)C=3C)=[CH:29][CH:28]=2)[CH2:25][CH2:24][CH2:23][CH2:22][CH2:21]1, predict the reaction product. The product is: [CH:27]1([O:26][C:20]2[CH:25]=[CH:24][C:23]([O:4][C:1](=[O:3])[N:10]([CH3:11])[C@H:9]3[CH2:8][NH:7][C:6]3=[O:5])=[CH:22][CH:21]=2)[CH2:32][CH2:31][CH2:30][CH2:29][CH2:28]1. (4) Given the reactants C([O:8][C:9]1[CH:14]=[CH:13][C:12]([C:15]2[CH2:20][CH2:19][C:18]([CH2:22][OH:23])([CH3:21])[CH2:17][CH:16]=2)=[CH:11][CH:10]=1)C1C=CC=CC=1.B(Cl)(Cl)Cl, predict the reaction product. The product is: [OH:23][CH2:22][C:18]1([CH3:21])[CH2:19][CH2:20][C:15]([C:12]2[CH:11]=[CH:10][C:9]([OH:8])=[CH:14][CH:13]=2)=[CH:16][CH2:17]1. (5) The product is: [NH2:1][C:2]1[N:7]=[C:6]([C:8]2[O:9][CH:10]=[CH:11][CH:12]=2)[C:5]([C:13]#[N:14])=[C:4]([NH:29][CH:27]([CH3:28])[CH2:26][NH:25][C:19]2[CH:24]=[CH:23][CH:22]=[CH:21][CH:20]=2)[N:3]=1. Given the reactants [NH2:1][C:2]1[N:7]=[C:6]([C:8]2[O:9][CH:10]=[CH:11][CH:12]=2)[C:5]([C:13]#[N:14])=[C:4](S(C)=O)[N:3]=1.Cl.[C:19]1([NH:25][CH2:26][CH:27]([NH2:29])[CH3:28])[CH:24]=[CH:23][CH:22]=[CH:21][CH:20]=1.C1CCN2C(=NCCC2)CC1, predict the reaction product. (6) The product is: [C:30]([C@H:26]1[CH2:27][CH2:28][CH2:29][N:25]1[C:23](=[O:24])[CH:22]([O:40][CH3:41])[CH2:21][CH2:20][CH2:19][CH2:18][CH:17]([O:42][CH3:43])[C:16]([N:12]1[CH2:13][CH2:14][CH2:15][C@@H:11]1[C:9]([OH:10])=[O:8])=[O:44])([OH:32])=[O:31]. Given the reactants C([O:8][C:9]([C@H:11]1[CH2:15][CH2:14][CH2:13][N:12]1[C:16](=[O:44])[CH:17]([O:42][CH3:43])[CH2:18][CH2:19][CH2:20][CH2:21][CH:22]([O:40][CH3:41])[C:23]([N:25]1[CH2:29][CH2:28][CH2:27][C@@H:26]1[C:30]([O:32]CC1C=CC=CC=1)=[O:31])=[O:24])=[O:10])C1C=CC=CC=1, predict the reaction product.